Dataset: Forward reaction prediction with 1.9M reactions from USPTO patents (1976-2016). Task: Predict the product of the given reaction. Given the reactants [CH2:1](N1[C@H](C(OC)=O)CN2CCC[C@@H]2C1)[C:2]1[CH:7]=CC=C[CH:3]=1.Cl.Cl.[CH2:23]1[NH:28][C@H:27]([C:29]([O:31][CH3:32])=[O:30])[CH2:26][N:25]2[CH2:33][CH2:34][CH2:35][C@H:24]12.[C:36](=[O:39])([O-])[OH:37].[Na+], predict the reaction product. The product is: [CH2:23]1[N:28]([C:36]([O:37][C:2]([CH3:7])([CH3:3])[CH3:1])=[O:39])[C@H:27]([C:29]([O:31][CH3:32])=[O:30])[CH2:26][N:25]2[CH2:33][CH2:34][CH2:35][C@H:24]12.